Dataset: Aqueous solubility values for 9,982 compounds from the AqSolDB database. Task: Regression/Classification. Given a drug SMILES string, predict its absorption, distribution, metabolism, or excretion properties. Task type varies by dataset: regression for continuous measurements (e.g., permeability, clearance, half-life) or binary classification for categorical outcomes (e.g., BBB penetration, CYP inhibition). For this dataset (solubility_aqsoldb), we predict Y. The drug is CCCCOC1=CC(=O)C2(Oc3c(Cl)c(OC)cc(OC)c3C2=O)C(C)C1. The Y is -5.40 log mol/L.